This data is from Reaction yield outcomes from USPTO patents with 853,638 reactions. The task is: Predict the reaction yield, written as a fraction of the theoretical maximum amount of product (1.0 means a 100% yield; for example, 0.34 means a 34% yield). (1) The reactants are [C:1]1([CH:7]2[CH2:9][S:8]2)[CH2:6][CH2:5][CH2:4][CH2:3][CH:2]=1. The catalyst is C1C=CC=CC=1. The product is [S:8]1[CH2:9][CH:7]=[C:1]2[CH2:6][CH2:5][CH2:4][CH2:3][CH:2]12. The yield is 0.350. (2) The reactants are ClC(Cl)(OC(=O)OC(Cl)(Cl)Cl)Cl.[F:13][C:14]([F:27])([F:26])[C:15]1[CH:24]=[C:23]2[C:18]([C@@H:19]([NH2:25])[CH2:20][CH2:21][O:22]2)=[CH:17][CH:16]=1.C(N(CC)C(C)C)(C)C.[N-:37]=[C:38]=[O:39].[Cl:40][C:41]1[CH:58]=[CH:57][C:44]([CH2:45][N:46]2[C:50]([C@H:51]3[CH2:55][CH2:54][CH2:53]N3)=[N:49][C:48]([CH3:56])=[N:47]2)=[CH:43][CH:42]=1. The catalyst is ClCCl. The product is [Cl:40][C:41]1[CH:58]=[CH:57][C:44]([CH2:45][N:46]2[C:50]([C@H:51]3[CH2:55][CH2:54][CH2:53][N:37]3[C:38]([NH:25][C@@H:19]3[C:18]4[C:23](=[CH:24][C:15]([C:14]([F:13])([F:26])[F:27])=[CH:16][CH:17]=4)[O:22][CH2:21][CH2:20]3)=[O:39])=[N:49][C:48]([CH3:56])=[N:47]2)=[CH:43][CH:42]=1. The yield is 0.150. (3) The reactants are [CH3:1][N:2]1[CH:6]=[C:5]([NH2:7])[N:4]=[N:3]1.Br[C:9]1[C:10](=[O:17])[N:11]([CH3:16])[CH:12]=[C:13]([Br:15])[CH:14]=1. No catalyst specified. The product is [Br:15][C:13]1[CH:14]=[C:9]([NH:7][C:5]2[N:4]=[N:3][N:2]([CH3:1])[CH:6]=2)[C:10](=[O:17])[N:11]([CH3:16])[CH:12]=1. The yield is 0.520.